This data is from Reaction yield outcomes from USPTO patents with 853,638 reactions. The task is: Predict the reaction yield, written as a fraction of the theoretical maximum amount of product (1.0 means a 100% yield; for example, 0.34 means a 34% yield). (1) The reactants are [CH3:1][C:2]1[CH:3]=[CH:4][CH:5]=[C:6]2[C:11]=1[C:10](=[O:12])[N:9]([C:13]1[CH:18]=[CH:17][CH:16]=[CH:15][C:14]=1[CH3:19])[C:8]([CH2:20][NH:21][CH3:22])=[CH:7]2.Cl[C:24]1[N:32]=[CH:31][N:30]=[C:29]2[C:25]=1[N:26]=[CH:27][N:28]2[CH:33]1[CH2:38][CH2:37][CH2:36][CH2:35][O:34]1. The catalyst is CCO. The product is [CH3:1][C:2]1[CH:3]=[CH:4][CH:5]=[C:6]2[C:11]=1[C:10](=[O:12])[N:9]([C:13]1[CH:18]=[CH:17][CH:16]=[CH:15][C:14]=1[CH3:19])[C:8]([CH2:20][N:21]([CH3:22])[C:24]1[N:32]=[CH:31][N:30]=[C:29]3[C:25]=1[N:26]=[CH:27][N:28]3[CH:33]1[CH2:38][CH2:37][CH2:36][CH2:35][O:34]1)=[CH:7]2. The yield is 0.510. (2) The product is [CH3:1][N:2]1[CH2:17][C:6]([N+:13]([O-:15])=[O:14])([C:7]2[CH:12]=[CH:11][CH:10]=[CH:9][CH:8]=2)[CH2:5][CH2:4][CH:3]1[CH3:16]. The yield is 0.520. The reactants are [CH3:1][NH:2][CH:3]([CH3:16])[CH2:4][CH2:5][CH:6]([N+:13]([O-:15])=[O:14])[C:7]1[CH:12]=[CH:11][CH:10]=[CH:9][CH:8]=1.[CH2:17]=O.S([O-])([O-])(=O)=O.[Na+].[Na+]. The catalyst is O1CCOCC1.C(OCC)(=O)C. (3) The product is [CH2:10]([C:14]1[CH:15]=[CH:16][C:17]([C:20]2[O:24][N:23]=[C:22]([C:25]3[CH:26]=[CH:27][C:28]([CH:31]=[O:32])=[CH:29][CH:30]=3)[N:21]=2)=[CH:18][CH:19]=1)[CH:11]([CH3:13])[CH3:12]. The catalyst is CS(C)=O. The yield is 0.320. The reactants are C(Cl)Cl.C(Cl)(=O)C(Cl)=O.[CH2:10]([C:14]1[CH:19]=[CH:18][C:17]([C:20]2[O:24][N:23]=[C:22]([C:25]3[CH:30]=[CH:29][C:28]([CH2:31][OH:32])=[CH:27][CH:26]=3)[N:21]=2)=[CH:16][CH:15]=1)[CH:11]([CH3:13])[CH3:12].C(N(C(C)C)CC)(C)C. (4) The reactants are [OH-].[Na+].C[O:4][C:5](=[O:38])[CH2:6][O:7][C:8]1[CH:17]=[CH:16][C:15]2[C:10](=[CH:11][CH:12]=[C:13]([CH2:18][NH:19][C:20]([C:22]3[CH:26]=[C:25]([C:27]4[CH:32]=[CH:31][C:30]([Cl:33])=[CH:29][CH:28]=4)[O:24][C:23]=3[C:34]([F:37])([F:36])[F:35])=[O:21])[CH:14]=2)[CH:9]=1.O.Cl. The catalyst is C1COCC1. The product is [Cl:33][C:30]1[CH:29]=[CH:28][C:27]([C:25]2[O:24][C:23]([C:34]([F:36])([F:35])[F:37])=[C:22]([C:20]([NH:19][CH2:18][C:13]3[CH:14]=[C:15]4[C:10](=[CH:11][CH:12]=3)[CH:9]=[C:8]([O:7][CH2:6][C:5]([OH:38])=[O:4])[CH:17]=[CH:16]4)=[O:21])[CH:26]=2)=[CH:32][CH:31]=1. The yield is 0.910.